This data is from KCNQ2 potassium channel screen with 302,405 compounds. The task is: Binary Classification. Given a drug SMILES string, predict its activity (active/inactive) in a high-throughput screening assay against a specified biological target. (1) The result is 0 (inactive). The molecule is S(c1n2c(n(CCC)c(=O)c3c2cccc3)nn1)Cc1c2c(oc1C(OCC)=O)cccc2. (2) The drug is O(C(=O)C1(CCCC1)c1ccccc1)CC[N+](C)(C)C. The result is 0 (inactive). (3) The molecule is OC(=O)c1cc(n2c(ccc2C)c2ccccc2)ccc1. The result is 0 (inactive). (4) The compound is S(=O)(=O)(N1CCC(CC1)C(OCC(=O)N1C(CCCC1C)C)=O)c1cc2OCCOc2cc1. The result is 0 (inactive). (5) The molecule is Brc1cc(Cn2c(=O)c3c([nH]c2=S)cc(C(=O)N(CC)CC)cc3)ccc1. The result is 0 (inactive). (6) The compound is O(c1cc(Nc2c([N+]([O-])=O)cc(cc2)C(O)=O)cc(OC)c1)C. The result is 0 (inactive). (7) The drug is S(Cc1cc(ccc1)C)c1oc(nn1)c1occc1. The result is 0 (inactive). (8) The compound is Brc1ccc(S(=O)(=O)N2CCN(CC2)CC(=O)c2cc(OC)ccc2)cc1. The result is 0 (inactive). (9) The molecule is s1c(ccc1/C=N\NC(=O)c1oc(cc1)C(=O)N\N=C\c1sc(cc1)C)C. The result is 0 (inactive).